From a dataset of Catalyst prediction with 721,799 reactions and 888 catalyst types from USPTO. Predict which catalyst facilitates the given reaction. Reactant: F[C:2]1[C:7]([C:8]2[N:13]=[CH:12][CH:11]=[CH:10][N:9]=2)=[CH:6][CH:5]=[CH:4][N:3]=1.[NH3:14]. Product: [N:9]1[CH:10]=[CH:11][CH:12]=[N:13][C:8]=1[C:7]1[C:2]([NH2:14])=[N:3][CH:4]=[CH:5][CH:6]=1. The catalyst class is: 1.